This data is from Peptide-MHC class I binding affinity with 185,985 pairs from IEDB/IMGT. The task is: Regression. Given a peptide amino acid sequence and an MHC pseudo amino acid sequence, predict their binding affinity value. This is MHC class I binding data. (1) The peptide sequence is EQGDIALAL. The binding affinity (normalized) is 0.0981. The MHC is HLA-A02:06 with pseudo-sequence HLA-A02:06. (2) The MHC is HLA-A02:02 with pseudo-sequence HLA-A02:02. The peptide sequence is IMAFILGII. The binding affinity (normalized) is 0.738. (3) The peptide sequence is TVFYNIPPM. The MHC is HLA-B15:01 with pseudo-sequence HLA-B15:01. The binding affinity (normalized) is 0.213. (4) The MHC is HLA-C12:03 with pseudo-sequence HLA-C12:03. The binding affinity (normalized) is 0.538. The peptide sequence is RATSHVPEF. (5) The peptide sequence is KRFYQTVGF. The MHC is HLA-A02:03 with pseudo-sequence HLA-A02:03. The binding affinity (normalized) is 0.0847. (6) The peptide sequence is IFRRDQIWF. The MHC is HLA-A69:01 with pseudo-sequence HLA-A69:01. The binding affinity (normalized) is 0.410.